From a dataset of Catalyst prediction with 721,799 reactions and 888 catalyst types from USPTO. Predict which catalyst facilitates the given reaction. (1) Reactant: [NH:1]1[CH:5]=[C:4]([CH2:6][CH2:7][CH2:8][CH2:9][C:10]([OH:12])=O)[N:3]=[N:2]1.Cl.[NH2:14][CH:15]1[CH2:20][CH2:19][N:18]([C:21]([O:23][CH2:24][C:25]2[CH:30]=[C:29]([Cl:31])[CH:28]=[C:27]([Cl:32])[CH:26]=2)=[O:22])[CH2:17][CH2:16]1.CCN(C(C)C)C(C)C.C(P1(=O)OP(CCC)(=O)OP(CCC)(=O)O1)CC. Product: [NH:1]1[CH:5]=[C:4]([CH2:6][CH2:7][CH2:8][CH2:9][C:10]([NH:14][CH:15]2[CH2:16][CH2:17][N:18]([C:21]([O:23][CH2:24][C:25]3[CH:30]=[C:29]([Cl:31])[CH:28]=[C:27]([Cl:32])[CH:26]=3)=[O:22])[CH2:19][CH2:20]2)=[O:12])[N:3]=[N:2]1. The catalyst class is: 85. (2) Product: [CH3:19][O:20][C:21]([C:23]([NH:25][C:26]1[CH:27]=[CH:28][C:29]([C@H:32]2[CH2:37][CH2:36][C@H:35]([O:38][CH2:39][CH2:40][C:41]([O:43][CH3:44])=[O:42])[CH2:34][CH2:33]2)=[CH:30][C:31]=1[N+:14]([O-:17])=[O:15])=[O:24])=[O:22]. Reactant: FC(F)(F)C(OC(=O)C(F)(F)F)=O.[N+:14]([O-:17])([O-])=[O:15].[NH4+].[CH3:19][O:20][C:21]([C:23]([NH:25][C:26]1[CH:31]=[CH:30][C:29]([C@H:32]2[CH2:37][CH2:36][C@H:35]([O:38][CH2:39][CH2:40][C:41]([O:43][CH3:44])=[O:42])[CH2:34][CH2:33]2)=[CH:28][CH:27]=1)=[O:24])=[O:22].C(=O)([O-])O.[Na+]. The catalyst class is: 2. (3) Reactant: [Cl:1][C:2]1[CH:7]=[CH:6][C:5]([CH:8]([C:18]2[C:22]3[CH:23]=[CH:24][C:25]([C:27]4[C:28]5[C@H:35]([CH3:36])[CH2:34][C@@H:33]([OH:37])[C:29]=5[N:30]=[CH:31][N:32]=4)=[CH:26][C:21]=3[S:20][N:19]=2)[CH2:9][NH:10]C(=O)OC(C)(C)C)=[CH:4][CH:3]=1.[ClH:38]. Product: [ClH:1].[ClH:38].[ClH:1].[NH2:10][CH2:9][CH:8]([C:18]1[C:22]2[CH:23]=[CH:24][C:25]([C:27]3[C:28]4[C@H:35]([CH3:36])[CH2:34][C@@H:33]([OH:37])[C:29]=4[N:30]=[CH:31][N:32]=3)=[CH:26][C:21]=2[S:20][N:19]=1)[C:5]1[CH:4]=[CH:3][C:2]([Cl:1])=[CH:7][CH:6]=1. The catalyst class is: 135. (4) Reactant: [H-].[Na+].[N:3]1([CH2:9][CH2:10][CH2:11][OH:12])[CH2:8][CH2:7][CH2:6][CH2:5][CH2:4]1.Br[C:14]1[CH:19]=[CH:18][C:17]([CH2:20][N:21]2[CH2:26][CH2:25][CH2:24][CH2:23][CH2:22]2)=[CH:16][N:15]=1. Product: [N:21]1([CH2:20][C:17]2[CH:18]=[CH:19][C:14]([O:12][CH2:11][CH2:10][CH2:9][N:3]3[CH2:8][CH2:7][CH2:6][CH2:5][CH2:4]3)=[N:15][CH:16]=2)[CH2:26][CH2:25][CH2:24][CH2:23][CH2:22]1. The catalyst class is: 3. (5) Reactant: [CH:1]12[O:6][CH:5]1[CH2:4][N:3]([C:7]([O:9][C:10]([CH3:13])([CH3:12])[CH3:11])=[O:8])[CH2:2]2.[CH2:14]([NH2:21])[C:15]1[CH:20]=[CH:19][CH:18]=[CH:17][CH:16]=1. Product: [CH2:14]([NH:21][C@@H:5]1[C@@H:1]([OH:6])[CH2:2][N:3]([C:7]([O:9][C:10]([CH3:13])([CH3:12])[CH3:11])=[O:8])[CH2:4]1)[C:15]1[CH:20]=[CH:19][CH:18]=[CH:17][CH:16]=1. The catalyst class is: 8.